Predict the product of the given reaction. From a dataset of Forward reaction prediction with 1.9M reactions from USPTO patents (1976-2016). (1) Given the reactants [CH2:1]1[C:10]2[C:5](=[CH:6][CH:7]=[CH:8][CH:9]=2)[CH2:4][C@@H:3]([CH2:11][OH:12])[NH:2]1.Cl[C:14]([O:16][CH2:17][C:18]1[CH:23]=[CH:22][CH:21]=[CH:20][CH:19]=1)=[O:15].C(N(CC)CC)C, predict the reaction product. The product is: [OH:12][CH2:11][C@@H:3]1[CH2:4][C:5]2[C:10](=[CH:9][CH:8]=[CH:7][CH:6]=2)[CH2:1][N:2]1[C:14]([O:16][CH2:17][C:18]1[CH:23]=[CH:22][CH:21]=[CH:20][CH:19]=1)=[O:15]. (2) Given the reactants Br[C:2]1[C:9]([F:10])=[C:8]([F:11])[C:5]([C:6]#[N:7])=[C:4]([F:12])[C:3]=1[F:13].[C:14]1(B(O)O)[CH:19]=[CH:18][CH:17]=[CH:16][CH:15]=1.C(=O)([O-])[O-].[K+].[K+], predict the reaction product. The product is: [F:11][C:8]1[C:9]([F:10])=[C:2]([C:14]2[CH:19]=[CH:18][CH:17]=[CH:16][CH:15]=2)[C:3]([F:13])=[C:4]([F:12])[C:5]=1[C:6]#[N:7].